Dataset: Reaction yield outcomes from USPTO patents with 853,638 reactions. Task: Predict the reaction yield, written as a fraction of the theoretical maximum amount of product (1.0 means a 100% yield; for example, 0.34 means a 34% yield). The reactants are [Cl:1][C:2]1[CH:3]=[C:4]([C:8]2[CH:13]=[C:12]([C:14](=[O:36])[NH:15][CH2:16][CH2:17][CH2:18][CH2:19][CH2:20][CH2:21][O:22][C:23](=[O:35])[NH:24][C:25]3[C:34]4[C:29](=[CH:30][CH:31]=[CH:32][CH:33]=4)[CH:28]=[CH:27][CH:26]=3)[CH:11]=[C:10]([C:37]3[CH:42]=[CH:41][CH:40]=[C:39]([Cl:43])[CH:38]=3)[C:9]=2[OH:44])[CH:5]=[CH:6][CH:7]=1.C([O-])([O-])=O.[K+].[K+].Br[CH2:52][C:53]([O:55][CH3:56])=[O:54]. The product is [CH3:56][O:55][C:53](=[O:54])[CH2:52][O:44][C:9]1[C:8]([C:4]2[CH:5]=[CH:6][CH:7]=[C:2]([Cl:1])[CH:3]=2)=[CH:13][C:12]([C:14](=[O:36])[NH:15][CH2:16][CH2:17][CH2:18][CH2:19][CH2:20][CH2:21][O:22][C:23](=[O:35])[NH:24][C:25]2[C:34]3[C:29](=[CH:30][CH:31]=[CH:32][CH:33]=3)[CH:28]=[CH:27][CH:26]=2)=[CH:11][C:10]=1[C:37]1[CH:42]=[CH:41][CH:40]=[C:39]([Cl:43])[CH:38]=1. The catalyst is CN(C=O)C. The yield is 0.650.